From a dataset of Reaction yield outcomes from USPTO patents with 853,638 reactions. Predict the reaction yield, written as a fraction of the theoretical maximum amount of product (1.0 means a 100% yield; for example, 0.34 means a 34% yield). (1) The reactants are [F:1][C:2]([Si](C)(C)C)([F:4])[F:3].[Cl:9][C:10]1[CH:15]=[C:14]([O:16][CH3:17])[CH:13]=[CH:12][C:11]=1[CH:18]([CH3:28])[C:19]([C:21]1[CH:26]=[N:25][C:24]([CH3:27])=[CH:23][N:22]=1)=[O:20].O.O.O.[F-].C([N+](CCCC)(CCCC)CCCC)CCC.CC#N. The catalyst is C1COCC1.C(O)(C(F)(F)F)=O. The product is [Cl:9][C:10]1[CH:15]=[C:14]([O:16][CH3:17])[CH:13]=[CH:12][C:11]=1[CH:18]([CH3:28])[C:19]([C:21]1[CH:26]=[N:25][C:24]([CH3:27])=[CH:23][N:22]=1)([OH:20])[C:2]([F:4])([F:3])[F:1]. The yield is 0.240. (2) The reactants are C([O:3][C:4]([C:6]1[C:7]([C:11]2[CH:16]=[CH:15][C:14]([F:17])=[CH:13][CH:12]=2)=[N:8][O:9][CH:10]=1)=[O:5])C.[OH-].[Na+].Cl. The catalyst is C(O)C. The product is [F:17][C:14]1[CH:13]=[CH:12][C:11]([C:7]2[C:6]([C:4]([OH:5])=[O:3])=[CH:10][O:9][N:8]=2)=[CH:16][CH:15]=1. The yield is 0.940. (3) The reactants are C1C2C(COC([NH:18][CH2:19][CH2:20][NH:21][CH2:22][C@@H:23]3[C@H:26]([NH:27][C:28](=[O:55])/[C:29](=[N:43]\[O:44][C:45]([CH3:54])([CH3:53])[C:46]([O:48][C:49]([CH3:52])([CH3:51])[CH3:50])=[O:47])/[C:30]4[N:31]=[C:32]([NH:35][C:36]([O:38][C:39]([CH3:42])([CH3:41])[CH3:40])=[O:37])[S:33][CH:34]=4)[C:25](=[O:56])[NH:24]3)=O)C3C(=CC=CC=3)C=2C=CC=1.N1CCCCC1. The catalyst is CN(C=O)C.C1(C)C=CC=CC=1. The product is [NH2:18][CH2:19][CH2:20][NH:21][CH2:22][C@@H:23]1[C@H:26]([NH:27][C:28](=[O:55])/[C:29](=[N:43]\[O:44][C:45]([CH3:54])([CH3:53])[C:46]([O:48][C:49]([CH3:52])([CH3:51])[CH3:50])=[O:47])/[C:30]2[N:31]=[C:32]([NH:35][C:36]([O:38][C:39]([CH3:42])([CH3:41])[CH3:40])=[O:37])[S:33][CH:34]=2)[C:25](=[O:56])[NH:24]1. The yield is 0.640. (4) The reactants are [CH2:1]([O:8][C:9]1[N:10]=[N:11][C:12]([CH:23]=[CH2:24])=[CH:13][C:14]=1[O:15][CH2:16][C:17]1[CH:22]=[CH:21][CH:20]=[CH:19][CH:18]=1)[C:2]1[CH:7]=[CH:6][CH:5]=[CH:4][CH:3]=1.CC1C=CC=CC=1P(C1C=CC=CC=1C)C1C=CC=CC=1C.[F:47][C:48]1[CH:53]=[C:52](I)[CH:51]=[CH:50][C:49]=1[C:55]([F:58])([F:57])[F:56].C(N(CC)CC)C. The catalyst is C([O-])(=O)C.[Pd+2].C([O-])(=O)C.C(#N)C. The product is [CH2:1]([O:8][C:9]1[N:10]=[N:11][C:12](/[CH:23]=[CH:24]/[C:52]2[CH:51]=[CH:50][C:49]([C:55]([F:57])([F:58])[F:56])=[C:48]([F:47])[CH:53]=2)=[CH:13][C:14]=1[O:15][CH2:16][C:17]1[CH:22]=[CH:21][CH:20]=[CH:19][CH:18]=1)[C:2]1[CH:3]=[CH:4][CH:5]=[CH:6][CH:7]=1. The yield is 0.670.